From a dataset of Forward reaction prediction with 1.9M reactions from USPTO patents (1976-2016). Predict the product of the given reaction. (1) Given the reactants Cl.[CH2:2]([O:4][C:5](=[O:33])[CH2:6][NH:7][CH2:8][C:9]1[CH:14]=[CH:13][CH:12]=[C:11]([CH2:15][O:16][C:17]2[CH:22]=[CH:21][C:20]([C:23]3[CH:28]=[C:27]([F:29])[C:26]([F:30])=[CH:25][C:24]=3[O:31][CH3:32])=[CH:19][CH:18]=2)[CH:10]=1)[CH3:3].I[CH2:35][CH3:36].C(N(CC)CC)C, predict the reaction product. The product is: [CH2:2]([O:4][C:5](=[O:33])[CH2:6][N:7]([CH2:8][C:9]1[CH:14]=[CH:13][CH:12]=[C:11]([CH2:15][O:16][C:17]2[CH:18]=[CH:19][C:20]([C:23]3[CH:28]=[C:27]([F:29])[C:26]([F:30])=[CH:25][C:24]=3[O:31][CH3:32])=[CH:21][CH:22]=2)[CH:10]=1)[CH2:35][CH3:36])[CH3:3]. (2) The product is: [CH2:1]([C:8]([OH:26])([C:9]([F:10])([F:12])[F:11])[CH2:13][C:14]([C:17]1[CH:22]=[C:21]([F:23])[CH:20]=[CH:19][C:18]=1[OH:24])([CH3:16])[CH3:15])[C:2]1[CH:7]=[CH:6][CH:5]=[CH:4][CH:3]=1. Given the reactants [CH2:1]([C:8]([OH:26])([CH2:13][C:14]([C:17]1[CH:22]=[C:21]([F:23])[CH:20]=[CH:19][C:18]=1[O:24]C)([CH3:16])[CH3:15])[C:9]([F:12])([F:11])[F:10])[C:2]1[CH:7]=[CH:6][CH:5]=[CH:4][CH:3]=1.B(Br)(Br)Br.CO, predict the reaction product. (3) Given the reactants [H-].[Al+3].[Li+].[H-].[H-].[H-].[C@H:7]12[CH2:12][C@H:11]1[CH2:10][C@H:9]([C:13](OCC)=[O:14])[N:8]2[C:18]([O:20][C:21]([CH3:24])([CH3:23])[CH3:22])=[O:19].O.O.O.O.O.O.O.O.O.O.C(=O)([O-])[O-].[Na+].[Na+], predict the reaction product. The product is: [OH:14][CH2:13][C@H:9]1[CH2:10][C@H:11]2[C@H:7]([CH2:12]2)[N:8]1[C:18]([O:20][C:21]([CH3:24])([CH3:23])[CH3:22])=[O:19]. (4) Given the reactants Cl.[F:2][C:3]([F:25])([F:24])[C:4]1[CH:9]=[CH:8][C:7]([C:10]2[C:11]3[CH2:18][CH2:17][CH:16]([O:19][CH2:20][C:21]([OH:23])=O)[C:12]=3[CH:13]=[N:14][CH:15]=2)=[CH:6][CH:5]=1.C(N1C=CN=C1)([N:28]1C=CN=C1)=O.N, predict the reaction product. The product is: [F:24][C:3]([F:2])([F:25])[C:4]1[CH:5]=[CH:6][C:7]([C:10]2[C:11]3[CH2:18][CH2:17][CH:16]([O:19][CH2:20][C:21]([NH2:28])=[O:23])[C:12]=3[CH:13]=[N:14][CH:15]=2)=[CH:8][CH:9]=1. (5) Given the reactants [CH3:1][N:2]([CH3:26])[CH2:3][CH2:4][N:5]([CH3:25])[C:6]1[S:7][C:8]2[CH:14]=[C:13]([NH:15][C:16](=[O:24])[C:17]3[CH:22]=[CH:21][C:20](I)=[CH:19][CH:18]=3)[CH:12]=[CH:11][C:9]=2[N:10]=1.[Cl:27][C:28]1[CH:33]=[C:32]([O:34][CH3:35])[CH:31]=[CH:30][C:29]=1B(O)O, predict the reaction product. The product is: [CH3:1][N:2]([CH3:26])[CH2:3][CH2:4][N:5]([CH3:25])[C:6]1[S:7][C:8]2[CH:14]=[C:13]([NH:15][C:16]([C:17]3[CH:22]=[CH:21][C:20]([C:29]4[CH:30]=[CH:31][C:32]([O:34][CH3:35])=[CH:33][C:28]=4[Cl:27])=[CH:19][CH:18]=3)=[O:24])[CH:12]=[CH:11][C:9]=2[N:10]=1. (6) Given the reactants [O:1]=[C:2]1[CH:11]=[CH:10][C:9]2[C:4](=[CH:5][CH:6]=[C:7]([S:12](Cl)(=O)=O)[CH:8]=2)[NH:3]1.[C:16](OC(=O)C)(=[O:18])[CH3:17].C([O-])(=O)C.[Na+], predict the reaction product. The product is: [O:1]=[C:2]1[CH:11]=[CH:10][C:9]2[C:4](=[CH:5][CH:6]=[C:7]([S:12][C:16](=[O:18])[CH3:17])[CH:8]=2)[NH:3]1. (7) Given the reactants N[CH:2](C1C=CC(OC)=C(OC)C=1)CC(O)=O.[NH2:17][CH:18]([C:23]1[CH:28]=[CH:27][C:26]([O:29][CH2:30][CH3:31])=[C:25]([O:32][CH3:33])[CH:24]=1)[CH2:19][C:20]([OH:22])=[O:21], predict the reaction product. The product is: [NH2:17][CH:18]([C:23]1[CH:28]=[CH:27][C:26]([O:29][CH2:30][CH3:31])=[C:25]([O:32][CH3:33])[CH:24]=1)[CH2:19][C:20]([O:22][CH3:2])=[O:21].